From a dataset of Catalyst prediction with 721,799 reactions and 888 catalyst types from USPTO. Predict which catalyst facilitates the given reaction. (1) Reactant: [CH:1]([O:4][C:5]1[N:10]=[C:9]([C:11]2[C:19]3[C:14](=[CH:15][CH:16]=[C:17]([C:20]4[S:21][C:22](S(C)(=O)=O)=[N:23][N:24]=4)[CH:18]=3)[N:13]([S:29]([C:32]3[CH:38]=[CH:37][C:35]([CH3:36])=[CH:34][CH:33]=3)(=[O:31])=[O:30])[CH:12]=2)[CH:8]=[CH:7][CH:6]=1)([CH3:3])[CH3:2].[C:39]([O:43][C:44]([NH:46][C@H:47]1[CH2:51][CH2:50][NH:49][CH2:48]1)=[O:45])([CH3:42])([CH3:41])[CH3:40]. Product: [CH:1]([O:4][C:5]1[N:10]=[C:9]([C:11]2[C:19]3[C:14](=[CH:15][CH:16]=[C:17]([C:20]4[S:21][C:22]([N:49]5[CH2:50][CH2:51][C@H:47]([NH:46][C:44](=[O:45])[O:43][C:39]([CH3:41])([CH3:40])[CH3:42])[CH2:48]5)=[N:23][N:24]=4)[CH:18]=3)[N:13]([S:29]([C:32]3[CH:38]=[CH:37][C:35]([CH3:36])=[CH:34][CH:33]=3)(=[O:30])=[O:31])[CH:12]=2)[CH:8]=[CH:7][CH:6]=1)([CH3:3])[CH3:2]. The catalyst class is: 12. (2) Reactant: C(OC([O:6][C:7]1[CH:12]=[CH:11][C:10](/[CH:13]=[CH:14]/[C:15]([O:17][C:18]2[CH:23]=[CH:22][C:21]([O:24][CH2:25][CH2:26][CH2:27][CH2:28][CH3:29])=[CH:20][CH:19]=2)=[O:16])=[CH:9][CH:8]=1)=O)C.N1C=CC=CC=1.[OH-].[NH4+].Cl. Product: [OH:6][C:7]1[CH:8]=[CH:9][C:10](/[CH:13]=[CH:14]/[C:15]([O:17][C:18]2[CH:19]=[CH:20][C:21]([O:24][CH2:25][CH2:26][CH2:27][CH2:28][CH3:29])=[CH:22][CH:23]=2)=[O:16])=[CH:11][CH:12]=1. The catalyst class is: 283.